Predict the product of the given reaction. From a dataset of Forward reaction prediction with 1.9M reactions from USPTO patents (1976-2016). Given the reactants Cl.[CH3:2][O:3][C:4](=[O:11])[C@H:5]([CH2:7][CH:8]([CH3:10])[CH3:9])[NH2:6].C([O:14][C:15](=O)/[CH:16]=[C:17](/[O:20][C:21]1[C:26]2[N:27]=[C:28]([CH3:30])[O:29][C:25]=2[CH:24]=[CH:23][CH:22]=1)\[CH2:18]Br)C.C(N(CC)C(C)C)(C)C.C(OCC)(=O)C, predict the reaction product. The product is: [CH3:2][O:3][C:4](=[O:11])[C@@H:5]([N:6]1[CH2:18][C:17]([O:20][C:21]2[C:26]3[N:27]=[C:28]([CH3:30])[O:29][C:25]=3[CH:24]=[CH:23][CH:22]=2)=[CH:16][C:15]1=[O:14])[CH2:7][CH:8]([CH3:10])[CH3:9].